Predict the reaction yield, written as a fraction of the theoretical maximum amount of product (1.0 means a 100% yield; for example, 0.34 means a 34% yield). From a dataset of Reaction yield outcomes from USPTO patents with 853,638 reactions. (1) The reactants are [CH2:1]([N:8]([C:20]1[C:25]([Cl:26])=[CH:24][C:23]([C:27]([F:30])([F:29])[F:28])=[CH:22][N:21]=1)[S:9]([C:12]1[CH:17]=[CH:16][C:15](Br)=[C:14]([Cl:19])[CH:13]=1)(=[O:11])=[O:10])[C:2]1[CH:7]=[CH:6][CH:5]=[CH:4][CH:3]=1.C1(P(C2C=CC=CC=2)CCCP(C2C=CC=CC=2)C2C=CC=CC=2)C=CC=CC=1.CCN(CC)CC.[OH2:67].CN([CH:71]=[O:72])C.[CH3:73]O. The catalyst is CC([O-])=O.CC([O-])=O.[Pd+2]. The product is [CH2:1]([N:8]([C:20]1[C:25]([Cl:26])=[CH:24][C:23]([C:27]([F:30])([F:29])[F:28])=[CH:22][N:21]=1)[S:9]([C:12]1[CH:17]=[CH:16][C:15]([C:73]([O:72][CH3:71])=[O:67])=[C:14]([Cl:19])[CH:13]=1)(=[O:11])=[O:10])[C:2]1[CH:7]=[CH:6][CH:5]=[CH:4][CH:3]=1. The yield is 0.570. (2) The reactants are CO[C:3](=[O:24])[C:4]1[CH:9]=[CH:8][C:7]([O:10][CH2:11][C:12]2[C:13]([C:17]3[CH:22]=[CH:21][C:20]([F:23])=[CH:19][CH:18]=3)=[N:14][O:15][CH:16]=2)=[N:6][CH:5]=1.[NH2:25][CH:26]([CH2:29][OH:30])[CH2:27][OH:28]. No catalyst specified. The product is [F:23][C:20]1[CH:19]=[CH:18][C:17]([C:13]2[C:12]([CH2:11][O:10][C:7]3[CH:8]=[CH:9][C:4]([C:3]([NH:25][CH:26]([CH2:29][OH:30])[CH2:27][OH:28])=[O:24])=[CH:5][N:6]=3)=[CH:16][O:15][N:14]=2)=[CH:22][CH:21]=1. The yield is 0.490. (3) The reactants are Br[C:2]1[CH:3]=[C:4]2[C:9](=[CH:10][CH:11]=1)[O:8][CH2:7][CH2:6][C:5]2=[O:12].[F:13][C:14]1[CH:15]=[C:16](B(O)O)[CH:17]=[CH:18][CH:19]=1.C(=O)([O-])[O-].[Na+].[Na+]. The catalyst is O1CCOCC1.O.C1C=CC([P]([Pd]([P](C2C=CC=CC=2)(C2C=CC=CC=2)C2C=CC=CC=2)([P](C2C=CC=CC=2)(C2C=CC=CC=2)C2C=CC=CC=2)[P](C2C=CC=CC=2)(C2C=CC=CC=2)C2C=CC=CC=2)(C2C=CC=CC=2)C2C=CC=CC=2)=CC=1. The product is [F:13][C:14]1[CH:19]=[C:18]([C:11]2[CH:10]=[C:9]3[C:4]([C:5](=[O:12])[CH2:6][CH2:7][O:8]3)=[CH:3][CH:2]=2)[CH:17]=[CH:16][CH:15]=1. The yield is 0.880. (4) The catalyst is C1COCC1.CO.O. The product is [F:46][C:47]1[CH:48]=[C:49]([CH:92]=[CH:93][CH:94]=1)[CH2:50][N:51]1[CH:55]=[C:54]([C:56]2[C:64]3[C:59](=[N:60][CH:61]=[C:62]([C:65]4[CH:66]=[CH:67][C:68]([N:71]5[CH2:77][CH2:76][CH2:75][N:74]([CH2:78][C@@H:79]([OH:81])[CH3:80])[CH2:73][CH2:72]5)=[CH:69][CH:70]=4)[CH:63]=3)[NH:58][CH:57]=2)[CH:53]=[N:52]1. The yield is 0.428. The reactants are Cl.FC1C=C(C=CC=1)CN1C=C(C2C3C(=NC=C(C4C=CC(C5CCNCC5)=CC=4)C=3)N(S(C3C=CC(C)=CC=3)(=O)=O)C=2)C=N1.[F:46][C:47]1[CH:48]=[C:49]([CH:92]=[CH:93][CH:94]=1)[CH2:50][N:51]1[CH:55]=[C:54]([C:56]2[C:64]3[C:59](=[N:60][CH:61]=[C:62]([C:65]4[CH:70]=[CH:69][C:68]([N:71]5[CH2:77][CH2:76][CH2:75][N:74]([CH2:78][C@@H:79]([OH:81])[CH3:80])[CH2:73][CH2:72]5)=[CH:67][CH:66]=4)[CH:63]=3)[N:58](S(C3C=CC(C)=CC=3)(=O)=O)[CH:57]=2)[CH:53]=[N:52]1.[OH-].[Li+].